Dataset: Catalyst prediction with 721,799 reactions and 888 catalyst types from USPTO. Task: Predict which catalyst facilitates the given reaction. (1) Reactant: [NH2:1][C:2]1[CH:10]=[CH:9][C:5]([C:6]([OH:8])=O)=[CH:4][C:3]=1[O:11][CH3:12].[NH:13]1[CH2:17][CH2:16][CH2:15][CH2:14]1.O.OC1C2N=NNC=2C=CC=1.C(N=C=NCCCN(C)C)C.C(N(CC)CC)C. Product: [NH2:1][C:2]1[CH:10]=[CH:9][C:5]([C:6]([N:13]2[CH2:17][CH2:16][CH2:15][CH2:14]2)=[O:8])=[CH:4][C:3]=1[O:11][CH3:12]. The catalyst class is: 46. (2) The catalyst class is: 17. Reactant: [NH2:1][C:2]1[N:7]=[C:6]([C:8]2[CH:13]=[CH:12][CH:11]=[CH:10][CH:9]=2)[C:5]([C:14]2[CH:15]=[CH:16][C:17](=[O:23])[N:18]([CH:20]([CH3:22])[CH3:21])[N:19]=2)=[CH:4][CH:3]=1.Cl.[C:25](Cl)(=[O:32])[C:26]1[CH:31]=[CH:30][CH:29]=[N:28][CH:27]=1.O. Product: [CH:20]([N:18]1[C:17](=[O:23])[CH:16]=[CH:15][C:14]([C:5]2[CH:4]=[CH:3][C:2]([NH:1][C:25](=[O:32])[C:26]3[CH:31]=[CH:30][CH:29]=[N:28][CH:27]=3)=[N:7][C:6]=2[C:8]2[CH:9]=[CH:10][CH:11]=[CH:12][CH:13]=2)=[N:19]1)([CH3:21])[CH3:22]. (3) Product: [C:1]([O:5][C:6](=[O:26])[NH:7][C@H:8]([C:19]1[C:24]([C:33]#[C:34][CH3:35])=[CH:23][CH:22]=[CH:21][N:20]=1)[C:9]1[CH:14]=[CH:13][C:12]([C:15]([F:18])([F:17])[F:16])=[CH:11][CH:10]=1)([CH3:4])([CH3:3])[CH3:2]. The catalyst class is: 25. Reactant: [C:1]([O:5][C:6](=[O:26])[NH:7][C@H:8]([C:19]1[C:24](Br)=[CH:23][CH:22]=[CH:21][N:20]=1)[C:9]1[CH:14]=[CH:13][C:12]([C:15]([F:18])([F:17])[F:16])=[CH:11][CH:10]=1)([CH3:4])([CH3:3])[CH3:2].O1CCOCC1.[CH2:33]([Sn](CCCC)(CCCC)C#CC)[CH2:34][CH2:35]C. (4) Reactant: [Li+].C[Si]([N-][Si](C)(C)C)(C)C.[C:11]1([N:17]2[C:21]3[CH:22]=[N:23][CH:24]=[CH:25][C:20]=3[N:19]=[CH:18]2)[CH:16]=[CH:15][CH:14]=[CH:13][CH:12]=1.CN(C)[C:28](=[O:30])[CH3:29].[Cl-].[NH4+]. Product: [C:11]1([N:17]2[C:21]3[CH:22]=[N:23][CH:24]=[CH:25][C:20]=3[N:19]=[C:18]2[C:28](=[O:30])[CH3:29])[CH:16]=[CH:15][CH:14]=[CH:13][CH:12]=1. The catalyst class is: 1. (5) Reactant: C[O:2][CH:3](OC)[CH2:4][CH2:5][N:6]1[CH:10]=[C:9]([C:11]2[CH:20]=[CH:19][CH:18]=[C:17]3[C:12]=2[CH2:13][CH2:14][CH2:15][N:16]3[C:21](=[O:34])[CH2:22][CH2:23][CH2:24][O:25][C:26]2[CH:31]=[CH:30][CH:29]=[C:28]([CH3:32])[C:27]=2[CH3:33])[CH:8]=[N:7]1.OS(O)(=O)=O. Product: [CH3:33][C:27]1[C:28]([CH3:32])=[CH:29][CH:30]=[CH:31][C:26]=1[O:25][CH2:24][CH2:23][CH2:22][C:21]([N:16]1[C:17]2[C:12](=[C:11]([C:9]3[CH:8]=[N:7][N:6]([CH2:5][CH2:4][CH:3]=[O:2])[CH:10]=3)[CH:20]=[CH:19][CH:18]=2)[CH2:13][CH2:14][CH2:15]1)=[O:34]. The catalyst class is: 21. (6) Reactant: [NH2:1][CH2:2][C:3]1[N:11]=[C:10]2[C:6]([N:7]=[CH:8][N:9]2[C@H:12]2[C@H:16]([OH:17])[C@H:15]([OH:18])[C@@H:14]([CH2:19][OH:20])[O:13]2)=[C:5]([NH:21][CH2:22][CH:23]([C:31]2[CH:36]=[CH:35][C:34]([Cl:37])=[CH:33][CH:32]=2)[C:24]2[CH:29]=[CH:28][C:27]([Cl:30])=[CH:26][CH:25]=2)[N:4]=1.[CH:38]([N:41]([CH:52]([CH3:54])[CH3:53])[CH2:42][CH2:43][NH:44][C:45](N1C=CN=C1)=[O:46])([CH3:40])[CH3:39]. Product: [NH3:1].[Cl:30][C:27]1[CH:26]=[CH:25][C:24]([CH:23]([C:31]2[CH:32]=[CH:33][C:34]([Cl:37])=[CH:35][CH:36]=2)[CH2:22][NH:21][C:5]2[N:4]=[C:3]([CH2:2][NH:1][C:45]([NH:44][CH2:43][CH2:42][N:41]([CH:52]([CH3:54])[CH3:53])[CH:38]([CH3:39])[CH3:40])=[O:46])[N:11]=[C:10]3[C:6]=2[N:7]=[CH:8][N:9]3[C@H:12]2[C@H:16]([OH:17])[C@H:15]([OH:18])[C@@H:14]([CH2:19][OH:20])[O:13]2)=[CH:29][CH:28]=1. The catalyst class is: 32. (7) Reactant: [Cl-].[Na+].Cl[C:4]([O:6][CH2:7][CH3:8])=[O:5].[OH:9][OH:10].[OH-].[Na+].[C:13]([O:22][C:23]([CH2:31]C)(CC)CCCCC)(=[O:21])CCCCC([O-])=O. Product: [C:4]([O:9][O:10][C:13]([O:22][CH2:23][CH3:31])=[O:21])([O:6][CH2:7][CH3:8])=[O:5]. The catalyst class is: 6. (8) Reactant: [C:1]([O:5][C:6]([NH:8][CH2:9][C:10]1[C:11]([CH2:35][CH:36]([CH3:38])[CH3:37])=[N:12][C:13]2[C:18]([C:19]=1[C:20]1[CH:25]=[CH:24][C:23]([CH3:26])=[CH:22][CH:21]=1)=[CH:17][C:16]([C:27]1[S:28][CH:29]=[C:30]([C:32]([OH:34])=O)[N:31]=1)=[CH:15][CH:14]=2)=[O:7])([CH3:4])([CH3:3])[CH3:2].Cl.[CH3:40][NH:41][O:42][CH3:43].Cl.C(N=C=NCCCN(C)C)C.ON1C2C=CC=CC=2N=N1.C(N(CC)CC)C. Product: [CH2:35]([C:11]1[C:10]([CH2:9][NH:8][C:6](=[O:7])[O:5][C:1]([CH3:2])([CH3:4])[CH3:3])=[C:19]([C:20]2[CH:25]=[CH:24][C:23]([CH3:26])=[CH:22][CH:21]=2)[C:18]2[C:13](=[CH:14][CH:15]=[C:16]([C:27]3[S:28][CH:29]=[C:30]([C:32]([N:41]([O:42][CH3:43])[CH3:40])=[O:34])[N:31]=3)[CH:17]=2)[N:12]=1)[CH:36]([CH3:37])[CH3:38]. The catalyst class is: 145. (9) Reactant: [C:1](=[O:4])([O-])[O-].[K+].[K+].[CH2:7]([N:14]1[C:18]2[C:19]([Cl:23])=[N:20][CH:21]=[CH:22][C:17]=2[NH:16][C:15]1=O)[C:8]1[CH:13]=[CH:12][CH:11]=[CH:10][CH:9]=1.C(O[CH2:29][CH3:30])(=O)C.O. Product: [CH2:7]([N:14]1[C:18]2[C:19]([Cl:23])=[N:20][CH:21]=[CH:22][C:17]=2[N:16]([CH2:15][C:30]2[CH:29]=[CH:11][CH:10]=[CH:9][C:8]=2[C:7]#[N:14])[C:1]1=[O:4])[C:8]1[CH:13]=[CH:12][CH:11]=[CH:10][CH:9]=1. The catalyst class is: 9. (10) Reactant: [Cl:1][C:2]1[CH:7]=[C:6]([Cl:8])[CH:5]=[CH:4][C:3]=1[C:9]1[C:10]2[N:11]([C:15]([NH:20][CH2:21][CH2:22][CH3:23])=[C:16]([CH2:18][CH3:19])[N:17]=2)[CH:12]=[CH:13][N:14]=1.[CH:24](=O)[CH2:25][CH3:26].S(=O)(=O)(O)O.[BH4-].[Na+].[OH-].[Na+]. Product: [Cl:1][C:2]1[CH:7]=[C:6]([Cl:8])[CH:5]=[CH:4][C:3]=1[C:9]1[C:10]2[N:11]([C:15]([N:20]([CH2:24][CH2:25][CH3:26])[CH2:21][CH2:22][CH3:23])=[C:16]([CH2:18][CH3:19])[N:17]=2)[CH:12]=[CH:13][N:14]=1. The catalyst class is: 30.